From a dataset of Catalyst prediction with 721,799 reactions and 888 catalyst types from USPTO. Predict which catalyst facilitates the given reaction. (1) Reactant: Cl.[NH2:2][OH:3].C([O-])([O-])=O.[Na+].[Na+].[Cl:10][C:11]1[CH:18]=[CH:17][C:14]([C:15]#[N:16])=[CH:13][N:12]=1. Product: [Cl:10][C:11]1[CH:18]=[CH:17][C:14]([C:15]([NH:2][OH:3])=[NH:16])=[CH:13][N:12]=1. The catalyst class is: 72. (2) Reactant: [N:1]1([CH2:6][CH2:7][CH2:8][NH:9][C:10](=[O:33])/[C:11](/[CH2:21][O:22][C:23]2[C:32]3[C:27](=[CH:28][CH:29]=[CH:30][CH:31]=3)[CH:26]=[CH:25][CH:24]=2)=[CH:12]/[CH2:13][CH2:14][CH2:15][CH2:16][C:17]([O:19]C)=[O:18])[CH:5]=[CH:4][N:3]=[CH:2]1.O.[OH-].[Li+].O1CCCC1. Product: [N:1]1([CH2:6][CH2:7][CH2:8][NH:9][C:10](=[O:33])/[C:11](/[CH2:21][O:22][C:23]2[C:32]3[C:27](=[CH:28][CH:29]=[CH:30][CH:31]=3)[CH:26]=[CH:25][CH:24]=2)=[CH:12]/[CH2:13][CH2:14][CH2:15][CH2:16][C:17]([OH:19])=[O:18])[CH:5]=[CH:4][N:3]=[CH:2]1. The catalyst class is: 6.